From a dataset of Reaction yield outcomes from USPTO patents with 853,638 reactions. Predict the reaction yield, written as a fraction of the theoretical maximum amount of product (1.0 means a 100% yield; for example, 0.34 means a 34% yield). The reactants are [Cl:1][C:2]1[C:3]([N+:16]([O-])=O)=[CH:4][C:5]([N+:13]([O-])=O)=[C:6](/[CH:8]=[CH:9]/N(C)C)[CH:7]=1. The catalyst is [Ni].CCO. The product is [Cl:1][C:2]1[CH:7]=[C:6]2[C:5](=[CH:4][C:3]=1[NH2:16])[NH:13][CH:9]=[CH:8]2. The yield is 0.160.